Task: Predict which catalyst facilitates the given reaction.. Dataset: Catalyst prediction with 721,799 reactions and 888 catalyst types from USPTO (1) Reactant: [NH2:1][CH2:2][CH2:3][NH:4][C:5](=[O:11])[O:6][C:7]([CH3:10])([CH3:9])[CH3:8].[CH2:12]([O:19][C:20]1[CH:29]=[C:28]2[C:23]([C:24](Cl)=[C:25]([N+:30]([O-:32])=[O:31])[CH:26]=[N:27]2)=[CH:22][CH:21]=1)[C:13]1[CH:18]=[CH:17][CH:16]=[CH:15][CH:14]=1.C(N(CC)CC)C.O. Product: [CH2:12]([O:19][C:20]1[CH:29]=[C:28]2[C:23]([C:24]([NH:1][CH2:2][CH2:3][NH:4][C:5](=[O:11])[O:6][C:7]([CH3:8])([CH3:10])[CH3:9])=[C:25]([N+:30]([O-:32])=[O:31])[CH:26]=[N:27]2)=[CH:22][CH:21]=1)[C:13]1[CH:14]=[CH:15][CH:16]=[CH:17][CH:18]=1. The catalyst class is: 3. (2) Reactant: C([O:3][C:4]([C:6]1[C:15]2[C:10](=[CH:11][CH:12]=[N:13][CH:14]=2)[C:9](=[O:16])[N:8]([N:17]([C:21]([O:23][C:24]([CH3:27])([CH3:26])[CH3:25])=[O:22])[CH2:18][CH2:19][CH3:20])[C:7]=1[CH3:28])=[O:5])C.[OH-].[Na+].Cl. Product: [C:24]([O:23][C:21]([N:17]([CH2:18][CH2:19][CH3:20])[N:8]1[C:7]([CH3:28])=[C:6]([C:4]([OH:5])=[O:3])[C:15]2[C:10](=[CH:11][CH:12]=[N:13][CH:14]=2)[C:9]1=[O:16])=[O:22])([CH3:27])([CH3:25])[CH3:26]. The catalyst class is: 24.